From a dataset of Reaction yield outcomes from USPTO patents with 853,638 reactions. Predict the reaction yield, written as a fraction of the theoretical maximum amount of product (1.0 means a 100% yield; for example, 0.34 means a 34% yield). (1) The reactants are [CH2:1]([N:3]([CH2:22][CH3:23])[CH2:4][CH2:5][O:6][C:7]1[C:20]2[C:11](=[C:12]3[C:17](=[CH:18][CH:19]=2)[CH:16]=[CH:15][CH:14]=[N:13]3)[N:10]=[C:9]([CH3:21])[CH:8]=1)[CH3:2].[O:24]1CCOCC1. The catalyst is O. The product is [CH2:22]([N:3]([CH2:1][CH3:2])[CH2:4][CH2:5][O:6][C:7]1[C:20]2[C:11](=[C:12]3[C:17](=[CH:18][CH:19]=2)[CH:16]=[CH:15][CH:14]=[N:13]3)[N:10]=[C:9]([CH:21]=[O:24])[CH:8]=1)[CH3:23]. The yield is 0.190. (2) The reactants are CC1C=CC(S(OCC2CC3C=CC=C(C4C=C(Cl)C=C(Cl)C=4)C=3O2)(=O)=O)=CC=1.[N-]=[N+]=[N-].[Na+].N(CC1CC2C=C(Cl)C=C(C3C=CSC=3)C=2O1)=[N+]=[N-].[N:53]([CH2:56][CH:57]1[CH2:61][C:60]2[CH:62]=[CH:63][CH:64]=[C:65]([C:66]3[CH:71]=[C:70]([Cl:72])[CH:69]=[C:68]([Cl:73])[CH:67]=3)[C:59]=2[O:58]1)=[N+]=[N-].[N-]=[N+]=[N-].C1(P(C2C=CC=CC=2)C2C=CC=CC=2)C=CC=CC=1. No catalyst specified. The product is [Cl:72][C:70]1[CH:71]=[C:66]([C:65]2[C:59]3[O:58][CH:57]([CH2:56][NH2:53])[CH2:61][C:60]=3[CH:62]=[CH:63][CH:64]=2)[CH:67]=[C:68]([Cl:73])[CH:69]=1. The yield is 0.490. (3) The reactants are Br[C:2]1[C:10]2[C:5](=[N:6][C:7]([NH:11][CH2:12][CH2:13][CH:14]3[CH2:16][CH2:15]3)=[N:8][CH:9]=2)[N:4]([C@H:17]2[CH2:22][CH2:21][C@H:20]([OH:23])[CH2:19][CH2:18]2)[N:3]=1.[CH3:24][N:25]1[CH2:30][CH2:29][N:28]([CH2:31][C:32]2[CH:37]=[CH:36][C:35](B3OC(C)(C)C(C)(C)O3)=[CH:34][CH:33]=2)[CH2:27][CH2:26]1.C(=O)([O-])[O-].[K+].[K+]. The catalyst is O1CCOCC1.O.CCOC(C)=O.C1C=CC([P]([Pd]([P](C2C=CC=CC=2)(C2C=CC=CC=2)C2C=CC=CC=2)([P](C2C=CC=CC=2)(C2C=CC=CC=2)C2C=CC=CC=2)[P](C2C=CC=CC=2)(C2C=CC=CC=2)C2C=CC=CC=2)(C2C=CC=CC=2)C2C=CC=CC=2)=CC=1. The product is [CH:14]1([CH2:13][CH2:12][NH:11][C:7]2[N:6]=[C:5]3[N:4]([C@H:17]4[CH2:22][CH2:21][C@H:20]([OH:23])[CH2:19][CH2:18]4)[N:3]=[C:2]([C:35]4[CH:34]=[CH:33][C:32]([CH2:31][N:28]5[CH2:29][CH2:30][N:25]([CH3:24])[CH2:26][CH2:27]5)=[CH:37][CH:36]=4)[C:10]3=[CH:9][N:8]=2)[CH2:16][CH2:15]1. The yield is 0.760. (4) The reactants are [Br:1][C:2]1[CH:3]=[C:4]([C:9]([C:11]2[CH:16]=[CH:15][CH:14]=[CH:13][C:12]=2[O:17][CH3:18])=O)[C:5](F)=[N:6][CH:7]=1.O.[NH2:20][NH2:21]. The catalyst is C(O)C. The product is [Br:1][C:2]1[CH:3]=[C:4]2[C:9]([C:11]3[CH:16]=[CH:15][CH:14]=[CH:13][C:12]=3[O:17][CH3:18])=[N:21][NH:20][C:5]2=[N:6][CH:7]=1. The yield is 0.580. (5) The reactants are [CH3:1][Si:2]([C:5]#[CH:6])([CH3:4])[CH3:3].Br[C:8]1[CH:20]=[CH:19][C:18]2[C:17]3[C:12](=[CH:13][C:14]([C:21]4[CH:26]=[CH:25][C:24]([C:27]5[CH:39]=[C:38]6[C:30]([C:31]7[CH:32]=[CH:33][C:34](Br)=[CH:35][C:36]=7[C:37]6([CH2:47][CH2:48][CH2:49][CH2:50][CH2:51][CH2:52][Br:53])[CH2:40][CH2:41][CH2:42][CH2:43][CH2:44][CH2:45][Br:46])=[CH:29][CH:28]=5)=[CH:23][CH:22]=4)=[CH:15][CH:16]=3)[C:11]([CH2:62][CH2:63][CH2:64][CH2:65][CH2:66][CH2:67][Br:68])([CH2:55][CH2:56][CH2:57][CH2:58][CH2:59][CH2:60][Br:61])[C:10]=2[CH:9]=1. The catalyst is N(C(C)C)C(C)C.Cl[Pd](Cl)([P](C1C=CC=CC=1)(C1C=CC=CC=1)C1C=CC=CC=1)[P](C1C=CC=CC=1)(C1C=CC=CC=1)C1C=CC=CC=1.[Cu]I. The product is [Br:53][CH2:52][CH2:51][CH2:50][CH2:49][CH2:48][CH2:47][C:37]1([CH2:40][CH2:41][CH2:42][CH2:43][CH2:44][CH2:45][Br:46])[C:36]2[CH:35]=[C:34]([C:6]#[C:5][Si:2]([CH3:4])([CH3:3])[CH3:1])[CH:33]=[CH:32][C:31]=2[C:30]2[C:29]1=[CH:28][C:27]([C:24]1[CH:25]=[CH:26][C:21]([C:14]3[CH:13]=[C:12]4[C:17]([C:18]5[CH:19]=[CH:20][C:8]([C:6]#[C:5][Si:2]([CH3:4])([CH3:3])[CH3:1])=[CH:9][C:10]=5[C:11]4([CH2:62][CH2:63][CH2:64][CH2:65][CH2:66][CH2:67][Br:68])[CH2:55][CH2:56][CH2:57][CH2:58][CH2:59][CH2:60][Br:61])=[CH:16][CH:15]=3)=[CH:22][CH:23]=1)=[CH:39][CH:38]=2. The yield is 0.750. (6) The reactants are [C:1]([O:5][C:6](=[O:36])[NH:7][C:8]1([C:12]2[CH:17]=[CH:16][C:15](C3C(=O)C4C(=CC=C(F)C=4)OC=3C3C=CC=CC=3)=[CH:14][CH:13]=2)[CH2:11][CH2:10][CH2:9]1)([CH3:4])([CH3:3])[CH3:2].I[C:38]1[C:47](=[O:48])[C:46]2[C:41](=[CH:42][C:43]([O:50][CH3:51])=[C:44]([CH3:49])[CH:45]=2)[O:40][C:39]=1[C:52]1[CH:57]=[CH:56][CH:55]=[CH:54][CH:53]=1. No catalyst specified. The product is [C:1]([O:5][C:6](=[O:36])[NH:7][C:8]1([C:12]2[CH:13]=[CH:14][C:15]([C:38]3[C:47](=[O:48])[C:46]4[C:41](=[CH:42][C:43]([O:50][CH3:51])=[C:44]([CH3:49])[CH:45]=4)[O:40][C:39]=3[C:52]3[CH:57]=[CH:56][CH:55]=[CH:54][CH:53]=3)=[CH:16][CH:17]=2)[CH2:9][CH2:10][CH2:11]1)([CH3:4])([CH3:2])[CH3:3]. The yield is 0.470. (7) The reactants are OC(C(F)(F)F)=O.[NH2:8][CH2:9][CH2:10][C:11]1[O:15][C:14]([C@@H:16]2[CH2:22][CH2:21][C@@H:20]3[CH2:23][N:17]2[C:18](=[O:32])[N:19]3[O:24][CH2:25][C:26]2[CH:31]=[CH:30][CH:29]=[CH:28][CH:27]=2)=[N:13][N:12]=1.[C:33]([O:37][C:38]([NH:40][C:41](=[N:47][C:48](=[O:54])[O:49][C:50]([CH3:53])([CH3:52])[CH3:51])N1C=CC=N1)=[O:39])([CH3:36])([CH3:35])[CH3:34]. The catalyst is CO. The product is [C:50]([O:49][C:48]([N:47]=[C:41]([NH:40][C:38]([O:37][C:33]([CH3:36])([CH3:35])[CH3:34])=[O:39])[NH:8][CH2:9][CH2:10][C:11]1[O:15][C:14]([C@@H:16]2[CH2:22][CH2:21][C@@H:20]3[CH2:23][N:17]2[C:18](=[O:32])[N:19]3[O:24][CH2:25][C:26]2[CH:31]=[CH:30][CH:29]=[CH:28][CH:27]=2)=[N:13][N:12]=1)=[O:54])([CH3:53])([CH3:52])[CH3:51]. The yield is 0.700. (8) The reactants are [CH3:1][OH:2].[Cl:3][C:4]1[CH:5]=[CH:6][C:7]([F:13])=[C:8]([CH:12]=1)[C:9](Cl)=[O:10]. The catalyst is ClCCl. The product is [CH3:1][O:2][C:9](=[O:10])[C:8]1[CH:12]=[C:4]([Cl:3])[CH:5]=[CH:6][C:7]=1[F:13]. The yield is 1.00. (9) The reactants are CCOC(/N=N/C(OCC)=O)=O.C(OC([N:20]1[CH2:25][CH2:24][N:23]([C:26]2[C:27]([O:32][CH2:33][CH2:34][OH:35])=[N:28][CH:29]=[CH:30][N:31]=2)[CH2:22][CH2:21]1)=O)(C)(C)C.[C:36]([C:39]1[O:40][C:41]2[C:47](O)=[CH:46][CH:45]=[CH:44][C:42]=2[CH:43]=1)(=[O:38])[CH3:37].C1C=CC(P(C2C=CC=CC=2)C2C=CC=CC=2)=CC=1.[ClH:68].[NH+]1C=CC=CC=1. The catalyst is C1COCC1.CO.O. The product is [ClH:68].[N:23]1([C:26]2[C:27]([O:32][CH2:33][CH2:34][O:35][C:47]3[C:41]4[O:40][C:39]([C:36](=[O:38])[CH3:37])=[CH:43][C:42]=4[CH:44]=[CH:45][CH:46]=3)=[N:28][CH:29]=[CH:30][N:31]=2)[CH2:22][CH2:21][NH:20][CH2:25][CH2:24]1. The yield is 0.140.